This data is from Full USPTO retrosynthesis dataset with 1.9M reactions from patents (1976-2016). The task is: Predict the reactants needed to synthesize the given product. (1) The reactants are: [C:1]([OH:10])(=O)[C:2]1[C:3](=[CH:5][CH:6]=[CH:7][CH:8]=1)[NH2:4].[CH3:11][NH2:12].[OH:13][C:14]1[CH:21]=[CH:20][C:17]([CH:18]=O)=[C:16]([O:22][CH3:23])[CH:15]=1.Cl[CH2:25][CH2:26][CH2:27]Br.[CH3:29][C@H:30]1[CH2:35][CH2:34][CH2:33][NH:32][CH2:31]1.C([O-])(=O)[C@@H](C1C=CC=CC=1)O. Given the product [CH3:23][O:22][C:16]1[CH:15]=[C:14]([O:13][CH2:25][CH2:26][CH2:27][N:32]2[CH2:33][CH2:34][CH2:35][C@H:30]([CH3:29])[CH2:31]2)[CH:21]=[CH:20][C:17]=1[C:18]1[N:12]([CH3:11])[C:1](=[O:10])[C:2]2[C:3](=[CH:5][CH:6]=[CH:7][CH:8]=2)[N:4]=1, predict the reactants needed to synthesize it. (2) Given the product [Br:18][CH2:1][C:2]1[N:7]=[C:6]([C:8]2[CH:13]=[CH:12][CH:11]=[CH:10][CH:9]=2)[N:5]=[C:4]([C:14]([O:16][CH3:17])=[O:15])[CH:3]=1, predict the reactants needed to synthesize it. The reactants are: [CH3:1][C:2]1[N:7]=[C:6]([C:8]2[CH:13]=[CH:12][CH:11]=[CH:10][CH:9]=2)[N:5]=[C:4]([C:14]([O:16][CH3:17])=[O:15])[CH:3]=1.[Br:18]Br.